From a dataset of HIV replication inhibition screening data with 41,000+ compounds from the AIDS Antiviral Screen. Binary Classification. Given a drug SMILES string, predict its activity (active/inactive) in a high-throughput screening assay against a specified biological target. (1) The compound is CCOC(=O)c1c(N2CCCC2)ncn(-c2ccccc2)c1=S. The result is 0 (inactive). (2) The drug is O=c1c2cc(Br)ccc2[nH]c(=S)n1-c1ccccc1. The result is 0 (inactive). (3) The result is 0 (inactive). The compound is CC(=NNC(=O)c1ccncc1)c1sc(-n2nc(-c3ccccc3)cc2-c2ccccc2)nc1C. (4) The molecule is Cc1c(C(=O)CC(=O)C(=O)Nc2cc(Cl)ccc2Cl)[n+]([O-])c2ccccc2[n+]1[O-]. The result is 0 (inactive). (5) The molecule is CC(=O)N(O)C(C)=O. The result is 0 (inactive). (6) The compound is O=S(=O)(c1ccccc1)C1CC(c2nc3ccccc3[nH]2)=NO1. The result is 0 (inactive).